From a dataset of Catalyst prediction with 721,799 reactions and 888 catalyst types from USPTO. Predict which catalyst facilitates the given reaction. (1) Reactant: Cl[C:2]1[C:3]2[N:4]([CH:10]=[CH:11][CH:12]=2)[N:5]=[CH:6][C:7]=1[C:8]#[N:9].[CH3:13][O:14][C:15]1[CH:16]=[C:17]([C:23]([NH2:26])([CH3:25])[CH3:24])[CH:18]=[CH:19][C:20]=1[O:21][CH3:22].CCN(C(C)C)C(C)C. Product: [CH3:13][O:14][C:15]1[CH:16]=[C:17]([C:23]([NH:26][C:2]2[C:3]3[N:4]([CH:10]=[CH:11][CH:12]=3)[N:5]=[CH:6][C:7]=2[C:8]#[N:9])([CH3:24])[CH3:25])[CH:18]=[CH:19][C:20]=1[O:21][CH3:22]. The catalyst class is: 3. (2) Reactant: Br[CH2:2][C:3]([O:5][CH2:6][C:7]1[CH:12]=[CH:11][CH:10]=[CH:9][CH:8]=1)=[O:4].C([O-])([O-])=O.[K+].[K+].[C:19]([O:23][C:24]([N:26]1[CH2:31][C@H:30]([CH2:32][N:33]2[CH2:38][CH2:37][O:36][CH2:35][C@H:34]2[CH3:39])[NH:29][CH2:28][C@H:27]1[CH3:40])=[O:25])([CH3:22])([CH3:21])[CH3:20]. Product: [C:19]([O:23][C:24]([N:26]1[CH2:31][C@H:30]([CH2:32][N:33]2[CH2:38][CH2:37][O:36][CH2:35][C@H:34]2[CH3:39])[N:29]([CH2:2][C:3]([O:5][CH2:6][C:7]2[CH:12]=[CH:11][CH:10]=[CH:9][CH:8]=2)=[O:4])[CH2:28][C@H:27]1[CH3:40])=[O:25])([CH3:22])([CH3:20])[CH3:21]. The catalyst class is: 10. (3) Reactant: [Cl:1][C:2]1[N:3]=[C:4]([N:15]2[CH2:20][CH2:19][O:18][CH2:17][CH2:16]2)[C:5]2[CH:10]=[C:9]([C:11]([OH:14])([CH3:13])[CH3:12])[S:8][C:6]=2[N:7]=1.[H-].[Na+].CI.[C:25](OCC)(=O)C. Product: [Cl:1][C:2]1[N:3]=[C:4]([N:15]2[CH2:20][CH2:19][O:18][CH2:17][CH2:16]2)[C:5]2[CH:10]=[C:9]([C:11]([O:14][CH3:25])([CH3:13])[CH3:12])[S:8][C:6]=2[N:7]=1. The catalyst class is: 3. (4) Reactant: Br[C:2]1[CH:9]=[C:8]2[N:4]([CH2:5][CH2:6][C:7]2=[O:10])[CH:3]=1.[B:11]1([B:11]2[O:15][C:14]([CH3:17])([CH3:16])[C:13]([CH3:19])([CH3:18])[O:12]2)[O:15][C:14]([CH3:17])([CH3:16])[C:13]([CH3:19])([CH3:18])[O:12]1.C([O-])(=O)C.[K+]. Product: [CH3:18][C:13]1([CH3:19])[C:14]([CH3:17])([CH3:16])[O:15][B:11]([C:2]2[CH:9]=[C:8]3[N:4]([CH2:5][CH2:6][C:7]3=[O:10])[CH:3]=2)[O:12]1. The catalyst class is: 418. (5) Product: [C:23]1([CH:14]([C:8]2[CH:9]=[CH:10][CH:11]=[CH:12][CH:13]=2)[N:15]2[CH2:18][CH:17]([N:19]([CH:20]([CH3:22])[CH3:21])[C:3](=[O:4])[C:2]([F:7])([F:6])[F:1])[CH2:16]2)[CH:24]=[CH:25][CH:26]=[CH:27][CH:28]=1. The catalyst class is: 4. Reactant: [F:1][C:2]([F:7])([F:6])[C:3](O)=[O:4].[C:8]1([CH:14]([C:23]2[CH:28]=[CH:27][CH:26]=[CH:25][CH:24]=2)[N:15]2[CH2:18][CH:17]([NH:19][CH:20]([CH3:22])[CH3:21])[CH2:16]2)[CH:13]=[CH:12][CH:11]=[CH:10][CH:9]=1.C(N(CC)CC)C.[Cl-].[NH4+]. (6) The catalyst class is: 160. Reactant: Cl[C:2]1[CH:7]=[C:6]([C:8]([F:11])([F:10])[F:9])[N:5]=[C:4]([C:12]2[CH:17]=[CH:16][CH:15]=[C:14]([Cl:18])[CH:13]=2)[CH:3]=1.[NH2:19][C:20]1[CH:28]=[CH:27][C:23]([CH2:24][CH2:25][OH:26])=[CH:22][CH:21]=1.C1C=CC(P(C2C(C3C(P(C4C=CC=CC=4)C4C=CC=CC=4)=CC=C4C=3C=CC=C4)=C3C(C=CC=C3)=CC=2)C2C=CC=CC=2)=CC=1.C(=O)([O-])[O-].[Cs+].[Cs+]. Product: [Cl:18][C:14]1[CH:13]=[C:12]([C:4]2[CH:3]=[C:2]([NH:19][C:20]3[CH:28]=[CH:27][C:23]([CH2:24][CH2:25][OH:26])=[CH:22][CH:21]=3)[CH:7]=[C:6]([C:8]([F:11])([F:10])[F:9])[N:5]=2)[CH:17]=[CH:16][CH:15]=1. (7) Reactant: O[CH:2]([C:15]1[O:16][C:17]([C:20]2[CH:25]=[CH:24][CH:23]=[CH:22][CH:21]=2)=[CH:18][CH:19]=1)[CH2:3][C:4]1[CH:5]=[C:6]([CH:10]=[CH:11][C:12]([OH:14])=[O:13])[CH:7]=[CH:8][CH:9]=1.CS(Cl)(=O)=O.C(N(CC)CC)C. Product: [C:20]1([C:17]2[O:16][C:15]([CH:2]=[CH:3][C:4]3[CH:5]=[C:6]([CH:10]=[CH:11][C:12]([OH:14])=[O:13])[CH:7]=[CH:8][CH:9]=3)=[CH:19][CH:18]=2)[CH:21]=[CH:22][CH:23]=[CH:24][CH:25]=1. The catalyst class is: 2. (8) Reactant: CN(C(ON1N=NC2C=CC=NC1=2)=[N+](C)C)C.F[P-](F)(F)(F)(F)F.Cl.[CH2:26]([O:28][C:29]1[CH:30]=[C:31]2[C:36](=[CH:37][CH:38]=1)[C@H:35]([C:39]([NH:41][C:42]1[CH:47]=[C:46]([F:48])[C:45]([C:49]([CH3:55])([CH3:54])[CH2:50][O:51][CH2:52][CH3:53])=[C:44]([F:56])[CH:43]=1)=[O:40])[NH:34][CH2:33][CH2:32]2)[CH3:27].[C:57]([O:61][C:62](=[O:71])[CH2:63][C@@H:64]1[CH2:67][C@H:66]([C:68](O)=[O:69])[CH2:65]1)([CH3:60])([CH3:59])[CH3:58].CCN(C(C)C)C(C)C. Product: [CH2:26]([O:28][C:29]1[CH:30]=[C:31]2[C:36](=[CH:37][CH:38]=1)[C@H:35]([C:39](=[O:40])[NH:41][C:42]1[CH:47]=[C:46]([F:48])[C:45]([C:49]([CH3:54])([CH3:55])[CH2:50][O:51][CH2:52][CH3:53])=[C:44]([F:56])[CH:43]=1)[N:34]([C:68]([C@@H:66]1[CH2:65][C@H:64]([CH2:63][C:62]([O:61][C:57]([CH3:60])([CH3:59])[CH3:58])=[O:71])[CH2:67]1)=[O:69])[CH2:33][CH2:32]2)[CH3:27]. The catalyst class is: 18.